From a dataset of Catalyst prediction with 721,799 reactions and 888 catalyst types from USPTO. Predict which catalyst facilitates the given reaction. (1) Reactant: [N:1]1([C:7]([C:9]2[CH:14]=[CH:13][C:12]([C:15]3[CH:20]=[CH:19][C:18]([O:21][CH2:22][CH2:23][CH2:24][N:25]4[CH2:30][CH2:29][CH2:28][CH2:27][CH2:26]4)=[CH:17][CH:16]=3)=[CH:11][CH:10]=2)=O)[CH2:6][CH2:5][CH2:4][CH2:3][CH2:2]1.[H-].[Al+3].[Li+].[H-].[H-].[H-].O.[OH-].[Na+]. Product: [N:1]1([CH2:7][C:9]2[CH:10]=[CH:11][C:12]([C:15]3[CH:20]=[CH:19][C:18]([O:21][CH2:22][CH2:23][CH2:24][N:25]4[CH2:26][CH2:27][CH2:28][CH2:29][CH2:30]4)=[CH:17][CH:16]=3)=[CH:13][CH:14]=2)[CH2:2][CH2:3][CH2:4][CH2:5][CH2:6]1. The catalyst class is: 7. (2) Product: [OH:31][C:14]1[CH:13]=[C:12]([C@H:9]([N:2]([CH3:1])[S@:3]([C:5]([CH3:8])([CH3:7])[CH3:6])=[O:4])[CH:10]=[CH2:11])[CH:17]=[C:16]([C:18]([F:21])([F:20])[F:19])[CH:15]=1. Reactant: [CH3:1][N:2]([C@@H:9]([C:12]1[CH:17]=[C:16]([C:18]([F:21])([F:20])[F:19])[CH:15]=[C:14](B2OC(C)(C)C(C)(C)O2)[CH:13]=1)[CH:10]=[CH2:11])[S@:3]([C:5]([CH3:8])([CH3:7])[CH3:6])=[O:4].[OH-:31].[Na+].OO. The catalyst class is: 1. (3) Reactant: [CH3:1][C:2]1[CH:7]=[CH:6][C:5]([C:8]([CH3:10])=[O:9])=[CH:4][CH:3]=1.[CH2:11](O)[CH2:12][CH2:13][OH:14].CO.C1C(=O)N(Br)C(=O)C1. Product: [CH3:10][C:8]1([C:5]2[CH:6]=[CH:7][C:2]([CH3:1])=[CH:3][CH:4]=2)[O:14][CH2:13][CH2:12][CH2:11][O:9]1. The catalyst class is: 4. (4) Reactant: [CH3:1][C:2]1[CH:11]=[CH:10][CH:9]=[C:8]2[C:3]=1[C:4](=[O:38])[N:5]([C:32]1[CH:37]=[CH:36][CH:35]=[CH:34][CH:33]=1)[C:6]([CH:12]([O:14][C:15]1[N:23]=[CH:22][N:21]=[C:20]3[C:16]=1[N:17]=[CH:18][N:19]3COCC[Si](C)(C)C)[CH3:13])=[N:7]2. Product: [CH3:1][C:2]1[CH:11]=[CH:10][CH:9]=[C:8]2[C:3]=1[C:4](=[O:38])[N:5]([C:32]1[CH:37]=[CH:36][CH:35]=[CH:34][CH:33]=1)[C:6]([CH:12]([O:14][C:15]1[N:23]=[CH:22][N:21]=[C:20]3[C:16]=1[N:17]=[CH:18][NH:19]3)[CH3:13])=[N:7]2. The catalyst class is: 240. (5) Reactant: [N+:1]([C:4]1[CH:9]=[CH:8][C:7]([C:10]2[CH:15]=[CH:14][C:13]([S:16]([OH:19])(=[O:18])=[O:17])=[CH:12][CH:11]=2)=[CH:6][CH:5]=1)([O-])=O.[Sn](Cl)Cl.C1COCC1. Product: [NH2:1][C:4]1[CH:9]=[CH:8][C:7]([C:10]2[CH:15]=[CH:14][C:13]([S:16]([OH:19])(=[O:17])=[O:18])=[CH:12][CH:11]=2)=[CH:6][CH:5]=1. The catalyst class is: 6. (6) The catalyst class is: 136. Product: [N+:11]([C:14]1[CH:21]=[CH:20][C:17]([CH2:18][N:1]2[C:5]3[CH:6]=[CH:7][CH:8]=[CH:9][C:4]=3[N:3]([CH2:2][C:17]3[CH:20]=[CH:21][C:14]([N+:11]([O-:13])=[O:12])=[CH:15][CH:16]=3)[C:22]2=[O:25])=[CH:16][CH:15]=1)([O-:13])=[O:12]. Reactant: [NH:1]1[C:5]2[CH:6]=[CH:7][CH:8]=[CH:9][C:4]=2[NH:3][C:2]1=O.[N+:11]([C:14]1[CH:21]=[CH:20][C:17]([CH2:18]Br)=[CH:16][CH:15]=1)([O-:13])=[O:12].[C:22](=[O:25])([O-])[O-].[K+].[K+].[I-].[K+].Cl.